Task: Binary Classification. Given a T-cell receptor sequence (or CDR3 region) and an epitope sequence, predict whether binding occurs between them.. Dataset: TCR-epitope binding with 47,182 pairs between 192 epitopes and 23,139 TCRs The epitope is KLGGALQAK. The TCR CDR3 sequence is CASSTTRMDTQYF. Result: 1 (the TCR binds to the epitope).